The task is: Predict the reaction yield, written as a fraction of the theoretical maximum amount of product (1.0 means a 100% yield; for example, 0.34 means a 34% yield).. This data is from Reaction yield outcomes from USPTO patents with 853,638 reactions. (1) The product is [NH2:15][C:9]1[C:10]([O:12][CH2:13][CH3:14])=[CH:11][C:2]([Cl:1])=[C:3]([CH:8]=1)[C:4]([O:6][CH3:7])=[O:5]. The yield is 0.820. The catalyst is CO.O1CCCC1.[Pt]. The reactants are [Cl:1][C:2]1[CH:11]=[C:10]([O:12][CH2:13][CH3:14])[C:9]([N+:15]([O-])=O)=[CH:8][C:3]=1[C:4]([O:6][CH3:7])=[O:5]. (2) The yield is 0.950. The product is [NH2:14][C@@H:12]([C:8]1[C:7](=[O:21])[NH:6][C:5]2[C:10]([N:9]=1)=[CH:11][C:2]([Cl:1])=[CH:3][CH:4]=2)[CH3:13]. The catalyst is CC#N. The reactants are [Cl:1][C:2]1[CH:11]=[C:10]2[C:5]([N:6]=[C:7]([O:21]C)[C:8]([C@H:12]([NH:14][S@@](C(C)(C)C)=O)[CH3:13])=[N:9]2)=[CH:4][CH:3]=1.I[Si](C)(C)C. (3) The reactants are [NH:1]1[CH:5]=[CH:4][C:3]([NH2:6])=[N:2]1.C(=O)([O-])[O-].[K+].[K+].CN(C)C=O.Br[C:19]1[CH:20]=[N:21][CH:22]=[CH:23][CH:24]=1. The catalyst is O.[Cu]Cl. The product is [NH2:6][C:3]1[CH:4]=[CH:5][N:1]([C:19]2[CH:20]=[N:21][CH:22]=[CH:23][CH:24]=2)[N:2]=1. The yield is 0.570. (4) The reactants are [C:1]([Si:5]([CH3:16])([CH3:15])[O:6][CH2:7][CH2:8][N:9]1[CH:13]=[CH:12][C:11]([NH2:14])=[N:10]1)([CH3:4])([CH3:3])[CH3:2].N1C(C)=CC=CC=1C.[CH:25]1([CH2:30][C@H:31]([C:35]2[CH:40]=[CH:39][C:38]([Cl:41])=[C:37]([Cl:42])[CH:36]=2)[C:32](Cl)=[O:33])[CH2:29][CH2:28][CH2:27][CH2:26]1. The catalyst is C(Cl)Cl. The product is [C:1]([Si:5]([CH3:16])([CH3:15])[O:6][CH2:7][CH2:8][N:9]1[CH:13]=[CH:12][C:11]([NH:14][C:32](=[O:33])[C@@H:31]([C:35]2[CH:40]=[CH:39][C:38]([Cl:41])=[C:37]([Cl:42])[CH:36]=2)[CH2:30][CH:25]2[CH2:26][CH2:27][CH2:28][CH2:29]2)=[N:10]1)([CH3:4])([CH3:3])[CH3:2]. The yield is 0.770.